This data is from Catalyst prediction with 721,799 reactions and 888 catalyst types from USPTO. The task is: Predict which catalyst facilitates the given reaction. Reactant: [NH2:1][C@H:2]([C:8]([OH:10])=[O:9])[CH2:3][CH2:4][CH2:5][CH2:6][NH2:7].[OH-].[Ca+2:12].[OH-]. Product: [OH2:9].[NH2:1][C@H:2]([C:8]([O-:10])=[O:9])[CH2:3][CH2:4][CH2:5][CH2:6][NH2:7].[NH2:1][C@H:2]([C:8]([O-:10])=[O:9])[CH2:3][CH2:4][CH2:5][CH2:6][NH2:7].[Ca+2:12]. The catalyst class is: 6.